Dataset: Catalyst prediction with 721,799 reactions and 888 catalyst types from USPTO. Task: Predict which catalyst facilitates the given reaction. (1) Reactant: [O:1]=[C:2]1[CH2:11][CH:10]2[CH2:12][N:13]([CH2:14][C:15]([O-:17])=O)[C:8]3[C:9]2=[C:4]([CH:5]=[CH:6][CH:7]=3)[NH:3]1.[Li+].[NH2:19][C:20]1[N:25]=[CH:24][C:23]2[CH2:26][C:27]3([CH2:37][C:22]=2[CH:21]=1)[C:35]1[C:30](=[N:31][CH:32]=[CH:33][CH:34]=1)[NH:29][C:28]3=[O:36].[CH2:38]1CN(C(Cl)=[N+]2CCCC2)CC1.F[P-](F)(F)(F)(F)F.C(N(CC)C(C)C)(C)C. Product: [CH3:38][C:10]12[CH2:12][N:13]([CH2:14][C:15]([NH:19][C:20]3[N:25]=[CH:24][C:23]4[CH2:26][C:27]5([CH2:37][C:22]=4[CH:21]=3)[C:35]3[C:30](=[N:31][CH:32]=[CH:33][CH:34]=3)[NH:29][C:28]5=[O:36])=[O:17])[C:8]3[C:9]1=[C:4]([CH:5]=[CH:6][CH:7]=3)[NH:3][C:2](=[O:1])[CH2:11]2. The catalyst class is: 1. (2) Product: [CH:23]1([NH:21][C:22]2[N:18]3[N:17]=[CH:16][C:15]([C:19]#[N:20])=[C:14]3[NH:13][C:5]=2[C:4]2[CH:7]=[CH:8][C:9]([O:11][CH3:12])=[CH:10][C:3]=2[O:2][CH3:1])[CH2:27][CH2:26][CH2:25][CH2:24]1. Reactant: [CH3:1][O:2][C:3]1[CH:10]=[C:9]([O:11][CH3:12])[CH:8]=[CH:7][C:4]=1[CH:5]=O.[NH2:13][C:14]1[NH:18][N:17]=[CH:16][C:15]=1[C:19]#[N:20].[N:21]#[C-:22].[CH2:23]1[CH2:27][CH2:26][CH2:25][CH2:24]1.Cl(O)(=O)(=O)=O. The catalyst class is: 5. (3) Reactant: [Cl:1][C:2]1[C:3]([N:11]2[CH2:16][CH2:15][CH:14]([C:17]([F:20])([F:19])[F:18])[CH2:13][CH2:12]2)=[CH:4][C:5]([NH:9][CH3:10])=[C:6]([CH:8]=1)[NH2:7].[F:21][C:22]([F:44])([F:43])[C:23]1[CH:39]=[CH:38][C:26]([CH2:27][NH:28][C:29]([C:31]2([C:34]([F:37])([F:36])[F:35])[CH2:33][CH2:32]2)=[O:30])=[CH:25][C:24]=1[N:40]=[C:41]=S.CC(C)N=C=NC(C)C. Product: [F:21][C:22]([F:44])([F:43])[C:23]1[CH:39]=[CH:38][C:26]([CH2:27][NH:28][C:29]([C:31]2([C:34]([F:37])([F:36])[F:35])[CH2:33][CH2:32]2)=[O:30])=[CH:25][C:24]=1[NH:40][C:41]1[N:9]([CH3:10])[C:5]2[CH:4]=[C:3]([N:11]3[CH2:16][CH2:15][CH:14]([C:17]([F:19])([F:20])[F:18])[CH2:13][CH2:12]3)[C:2]([Cl:1])=[CH:8][C:6]=2[N:7]=1. The catalyst class is: 3. (4) Reactant: [CH2:1](/[C:3](/[C:10](=[O:12])[CH3:11])=[C:4](/[CH2:8][CH3:9])\[C:5]([NH2:7])=[O:6])[CH3:2].O.[BH4-].[Na+].Cl. Product: [CH2:1](/[C:3](/[CH:10]([OH:12])[CH3:11])=[C:4](/[CH2:8][CH3:9])\[C:5]([NH2:7])=[O:6])[CH3:2]. The catalyst class is: 5.